This data is from Full USPTO retrosynthesis dataset with 1.9M reactions from patents (1976-2016). The task is: Predict the reactants needed to synthesize the given product. Given the product [Br:12][C:3]1[C:2]([CH3:1])=[CH:7][C:6]([OH:8])=[C:5]([N+:9]([O-:11])=[O:10])[CH:4]=1, predict the reactants needed to synthesize it. The reactants are: [CH3:1][C:2]1[CH:3]=[CH:4][C:5]([N+:9]([O-:11])=[O:10])=[C:6]([OH:8])[CH:7]=1.[Br:12]Br.